The task is: Predict the reaction yield, written as a fraction of the theoretical maximum amount of product (1.0 means a 100% yield; for example, 0.34 means a 34% yield).. This data is from Reaction yield outcomes from USPTO patents with 853,638 reactions. (1) The reactants are [F-].[K+].[O:3]=[S:4]1(=[O:38])[N:8](S(C2C=CC(C)=CC=2)(=O)=O)[C:7]2[CH:19]=[C:20]([CH2:23][N:24]([C:30]3[CH:37]=[CH:36][C:33]([C:34]#[N:35])=[CH:32][CH:31]=3)[N:25]3[CH:29]=[CH:28][N:27]=[CH:26]3)[CH:21]=[CH:22][C:6]=2[O:5]1. The catalyst is O.C(#N)C. The product is [O:38]=[S:4]1(=[O:3])[NH:8][C:7]2[CH:19]=[C:20]([CH2:23][N:24]([C:30]3[CH:37]=[CH:36][C:33]([C:34]#[N:35])=[CH:32][CH:31]=3)[N:25]3[CH:29]=[CH:28][N:27]=[CH:26]3)[CH:21]=[CH:22][C:6]=2[O:5]1. The yield is 0.150. (2) The reactants are [C:1]([Si:5]([O:18][C:19]1[CH:24]=[CH:23][C:22]([CH:25]2[S:30][CH2:29][CH2:28][CH2:27][S:26]2)=[CH:21][CH:20]=1)([C:12]1[CH:17]=[CH:16][CH:15]=[CH:14][CH:13]=1)[C:6]1[CH:11]=[CH:10][CH:9]=[CH:8][CH:7]=1)([CH3:4])([CH3:3])[CH3:2].C([Li])CCC.CCCCCC.[Br:42][C:43]1[CH:44]=[C:45]([CH:48]=[CH:49][C:50]=1[F:51])[CH:46]=[O:47].[Cl-].[NH4+]. The catalyst is O1CCCC1. The product is [Br:42][C:43]1[CH:44]=[C:45]([CH:46]([C:25]2([C:22]3[CH:21]=[CH:20][C:19]([O:18][Si:5]([C:1]([CH3:4])([CH3:2])[CH3:3])([C:12]4[CH:17]=[CH:16][CH:15]=[CH:14][CH:13]=4)[C:6]4[CH:7]=[CH:8][CH:9]=[CH:10][CH:11]=4)=[CH:24][CH:23]=3)[S:26][CH2:27][CH2:28][CH2:29][S:30]2)[OH:47])[CH:48]=[CH:49][C:50]=1[F:51]. The yield is 0.670. (3) The catalyst is C1COCC1. The product is [S:22]([N:1]1[C:9]2[CH:8]=[CH:7][N:6]=[C:5]([C:10](=[O:12])[CH3:11])[C:4]=2[CH:3]=[CH:2]1)([C:19]1[CH:20]=[CH:21][C:16]([CH3:15])=[CH:17][CH:18]=1)(=[O:24])=[O:23]. The reactants are [NH:1]1[C:9]2[CH:8]=[CH:7][N:6]=[C:5]([C:10](=[O:12])[CH3:11])[C:4]=2[CH:3]=[CH:2]1.[H-].[Na+].[CH3:15][C:16]1[CH:21]=[CH:20][C:19]([S:22](Cl)(=[O:24])=[O:23])=[CH:18][CH:17]=1.O. The yield is 0.989. (4) The reactants are C(C1OC1)Cl.[CH2:6]([O:10][C:11]1[CH:20]=[CH:19][C:18]2[C:13](=[CH:14][CH:15]=[CH:16][CH:17]=2)[C:12]=1[CH:21]=[N:22][OH:23])[CH:7]1[O:9][CH2:8]1.ClN1C(=O)CCC1=O.C(N(CC)CC)C. The catalyst is C(Cl)(Cl)Cl. The product is [CH2:6]([O:10][C:11]1[CH:20]=[CH:19][C:18]2[C:13](=[CH:14][CH:15]=[CH:16][CH:17]=2)[C:12]=1[C:21]#[N+:22][O-:23])[CH:7]1[O:9][CH2:8]1. The yield is 0.790.